Dataset: Peptide-MHC class I binding affinity with 185,985 pairs from IEDB/IMGT. Task: Regression. Given a peptide amino acid sequence and an MHC pseudo amino acid sequence, predict their binding affinity value. This is MHC class I binding data. (1) The peptide sequence is LYSILSPFL. The MHC is Patr-A0701 with pseudo-sequence Patr-A0701. The binding affinity (normalized) is 0.330. (2) The peptide sequence is EEEYFMCFKY. The MHC is HLA-B44:02 with pseudo-sequence HLA-B44:02. The binding affinity (normalized) is 0.585. (3) The peptide sequence is PLIDIIRKR. The MHC is HLA-A31:01 with pseudo-sequence HLA-A31:01. The binding affinity (normalized) is 0.192. (4) The peptide sequence is TMNSRYYLV. The MHC is HLA-A31:01 with pseudo-sequence HLA-A31:01. The binding affinity (normalized) is 0.603. (5) The peptide sequence is LTFGWCFKL. The MHC is HLA-A29:02 with pseudo-sequence HLA-A29:02. The binding affinity (normalized) is 0.116.